Dataset: Reaction yield outcomes from USPTO patents with 853,638 reactions. Task: Predict the reaction yield, written as a fraction of the theoretical maximum amount of product (1.0 means a 100% yield; for example, 0.34 means a 34% yield). (1) The catalyst is CCO.[Pd]. The yield is 0.920. The product is [NH2:33][C:29]1[CH:28]=[C:27]([C:22]2[N:23]=[C:24]([CH3:26])[S:25][C:21]=2[C:19]2[CH:18]=[CH:17][N:16]=[C:15]([NH:14][C:4]3[CH:5]=[CH:6][C:7]([O:8][CH2:9][CH2:10][N:11]([CH3:12])[CH3:13])=[C:2]([Cl:1])[CH:3]=3)[N:20]=2)[CH:32]=[CH:31][CH:30]=1. The reactants are [Cl:1][C:2]1[CH:3]=[C:4]([NH:14][C:15]2[N:20]=[C:19]([C:21]3[S:25][C:24]([CH3:26])=[N:23][C:22]=3[C:27]3[CH:32]=[CH:31][CH:30]=[C:29]([N+:33]([O-])=O)[CH:28]=3)[CH:18]=[CH:17][N:16]=2)[CH:5]=[CH:6][C:7]=1[O:8][CH2:9][CH2:10][N:11]([CH3:13])[CH3:12].CC(O)=O. (2) The catalyst is O.O1CCOCC1. The yield is 0.680. The reactants are CC1(C)[O:6][CH:5]2[CH2:7][CH2:8][CH:9]([C:11]3[CH:16]=[CH:15][C:14]([N:17]4CC(CNC(=O)C)OC4=O)=[CH:13][CH:12]=3)[CH2:10][CH:4]2O1.[OH2:29].C1(C)C=CC(S(O)(=O)=[O:37])=CC=1. The product is [N+:17]([C:14]1[CH:15]=[CH:16][C:11]([CH:9]2[CH2:8][CH2:7][C:5](=[O:6])[CH2:4][CH2:10]2)=[CH:12][CH:13]=1)([O-:37])=[O:29]. (3) The reactants are FC(F)(F)C(O)=O.[NH2:8][CH:9]([C:16]1[CH:21]=[CH:20][CH:19]=[CH:18][N:17]=1)[CH2:10][C:11]([O:13][CH2:14][CH3:15])=[O:12].CCN(C(C)C)C(C)C.CN(C(ON1N=NC2C=CC=CC1=2)=[N+](C)C)C.[B-](F)(F)(F)F.[C:53]([O:57][C:58]([N:60]1[CH2:65][CH2:64][CH:63]([CH2:66][C:67](O)=[O:68])[CH2:62][CH2:61]1)=[O:59])([CH3:56])([CH3:55])[CH3:54]. The catalyst is CN(C=O)C.CCOC(C)=O. The product is [CH2:14]([O:13][C:11](=[O:12])[CH2:10][CH:9]([NH:8][C:67](=[O:68])[CH2:66][CH:63]1[CH2:64][CH2:65][N:60]([C:58]([O:57][C:53]([CH3:55])([CH3:54])[CH3:56])=[O:59])[CH2:61][CH2:62]1)[C:16]1[CH:21]=[CH:20][CH:19]=[CH:18][N:17]=1)[CH3:15]. The yield is 0.930. (4) The reactants are [CH2:1]([O:3][C:4]([C:6]1[C:11](Br)=[CH:10][CH:9]=[C:8]([O:13][C:14]2[CH:19]=[CH:18][C:17]([Br:20])=[C:16]([CH:21]=[O:22])[CH:15]=2)[N:7]=1)=[O:5])[CH3:2].[C:23]([Cu])#[N:24].C(OCC)(=O)C. The catalyst is CN(C=O)C. The product is [CH2:1]([O:3][C:4]([C:6]1[C:11]([C:23]#[N:24])=[CH:10][CH:9]=[C:8]([O:13][C:14]2[CH:19]=[CH:18][C:17]([Br:20])=[C:16]([CH:21]=[O:22])[CH:15]=2)[N:7]=1)=[O:5])[CH3:2]. The yield is 0.190. (5) The reactants are [F:1][C:2]1[CH:3]=[C:4]2[C:9](=[CH:10][CH:11]=1)[N:8]=[C:7]([NH:12][C:13](=[O:17])OCC)[C:6]([O:18][CH3:19])=[N:5]2.[C:20]([C:22]1[CH:27]=[CH:26][CH:25]=[CH:24][C:23]=1[N:28]1[CH2:33][CH2:32][NH:31][CH2:30][CH2:29]1)#[N:21]. No catalyst specified. The product is [F:1][C:2]1[CH:3]=[C:4]2[C:9](=[CH:10][CH:11]=1)[N:8]=[C:7]([NH:12][C:13]([N:31]1[CH2:30][CH2:29][N:28]([C:23]3[CH:24]=[CH:25][CH:26]=[CH:27][C:22]=3[C:20]#[N:21])[CH2:33][CH2:32]1)=[O:17])[C:6]([O:18][CH3:19])=[N:5]2. The yield is 0.880. (6) The reactants are Br[C:2]1[O:3][C:4]([CH3:7])=[N:5][N:6]=1.[C:8]([N:15]1[CH2:20][CH2:19][NH:18][CH:17]([CH3:21])[CH2:16]1)([O:10][C:11]([CH3:14])([CH3:13])[CH3:12])=[O:9].C(=O)([O-])O.[Na+]. The catalyst is CN(C=O)C. The product is [C:11]([O:10][C:8]([N:15]1[CH2:20][CH2:19][N:18]([C:2]2[O:3][C:4]([CH3:7])=[N:5][N:6]=2)[CH:17]([CH3:21])[CH2:16]1)=[O:9])([CH3:14])([CH3:12])[CH3:13]. The yield is 0.980. (7) The reactants are [CH:1]1([CH2:4][C:5]2[C:13]3[C:12](=[O:14])[CH2:11][C:10]([CH3:16])([CH3:15])[CH2:9][C:8]=3[N:7]([C:17]3[CH:24]=[CH:23][C:20]([C:21]#[N:22])=[CH:19][CH:18]=3)[N:6]=2)[CH2:3][CH2:2]1.CC[OH:27].CS(C)=O. The catalyst is [OH-].[Na+].OO.[Cl-].[Na+].O. The product is [CH:1]1([CH2:4][C:5]2[C:13]3[C:12](=[O:14])[CH2:11][C:10]([CH3:16])([CH3:15])[CH2:9][C:8]=3[N:7]([C:17]3[CH:18]=[CH:19][C:20]([C:21]([NH2:22])=[O:27])=[CH:23][CH:24]=3)[N:6]=2)[CH2:3][CH2:2]1. The yield is 0.430. (8) The reactants are [CH3:1][O:2][C:3]1[CH:4]=[CH:5][C:6]([N+:10]([O-:12])=[O:11])=[C:7]([CH:9]=1)[NH2:8].[Br:13][C:14]1[CH:21]=[C:20]([F:22])[C:17]([CH2:18]N)=[C:16]([F:23])[CH:15]=1.CCN(C(C)C)C(C)C. The catalyst is C(#N)C. The product is [Br:13][C:14]1[CH:21]=[C:20]([F:22])[C:17]([CH2:18][NH:8][C:7]2[CH:9]=[C:3]([O:2][CH3:1])[CH:4]=[CH:5][C:6]=2[N+:10]([O-:12])=[O:11])=[C:16]([F:23])[CH:15]=1. The yield is 0.801. (9) The reactants are [OH:1][Si:2]([CH3:13])([CH3:12])[C:3]1[CH:11]=[CH:10][C:6]([C:7]([OH:9])=O)=[CH:5][CH:4]=1.CCN=C=NCCCN(C)C.CCN(C(C)C)C(C)C.C1C=CC2N(O)N=NC=2C=1.[NH2:44][CH2:45][CH2:46][NH:47][C:48](=[O:74])[CH2:49][C@@H:50]1[N:56]=[C:55]([C:57]2[CH:62]=[CH:61][C:60]([Cl:63])=[CH:59][CH:58]=2)[C:54]2[CH:64]=[C:65]([O:68][CH3:69])[CH:66]=[CH:67][C:53]=2[N:52]2[C:70]([CH3:73])=[N:71][N:72]=[C:51]12. The catalyst is CN(C=O)C. The product is [Cl:63][C:60]1[CH:61]=[CH:62][C:57]([C:55]2[C:54]3[CH:64]=[C:65]([O:68][CH3:69])[CH:66]=[CH:67][C:53]=3[N:52]3[C:70]([CH3:73])=[N:71][N:72]=[C:51]3[C@H:50]([CH2:49][C:48]([NH:47][CH2:46][CH2:45][NH:44][C:7](=[O:9])[C:6]3[CH:5]=[CH:4][C:3]([Si:2]([OH:1])([CH3:13])[CH3:12])=[CH:11][CH:10]=3)=[O:74])[N:56]=2)=[CH:58][CH:59]=1. The yield is 0.240.